This data is from Catalyst prediction with 721,799 reactions and 888 catalyst types from USPTO. The task is: Predict which catalyst facilitates the given reaction. Reactant: [Br:1]N1C(=O)CCC1=O.[NH2:9][C:10]1[N:15]2[N:16]=[CH:17][C:18]([C:19]3[CH:20]=[N:21][C:22]4[C:27]([CH:28]=3)=[CH:26][CH:25]=[CH:24][CH:23]=4)=[C:14]2[N:13]=[C:12]([CH:29]2[CH2:34][NH:33][CH:32]([C:35]([O:37][CH3:38])=[O:36])[CH2:31][CH2:30]2)[CH:11]=1. Product: [NH2:9][C:10]1[N:15]2[N:16]=[CH:17][C:18]([C:19]3[CH:20]=[N:21][C:22]4[C:27]([CH:28]=3)=[CH:26][CH:25]=[CH:24][CH:23]=4)=[C:14]2[N:13]=[C:12]([CH:29]2[CH2:34][NH:33][CH:32]([C:35]([O:37][CH3:38])=[O:36])[CH2:31][CH2:30]2)[C:11]=1[Br:1]. The catalyst class is: 382.